This data is from Reaction yield outcomes from USPTO patents with 853,638 reactions. The task is: Predict the reaction yield, written as a fraction of the theoretical maximum amount of product (1.0 means a 100% yield; for example, 0.34 means a 34% yield). The reactants are [N+:1]([C:4]1[CH:9]=[CH:8][C:7]([C:10]([CH3:12])=[CH2:11])=[CH:6][N:5]=1)([O-])=O. The catalyst is [Pd].C(O)C. The product is [CH:10]([C:7]1[CH:8]=[CH:9][C:4]([NH2:1])=[N:5][CH:6]=1)([CH3:12])[CH3:11]. The yield is 1.39.